From a dataset of Catalyst prediction with 721,799 reactions and 888 catalyst types from USPTO. Predict which catalyst facilitates the given reaction. (1) Reactant: Br[C:2]1[CH:3]=[C:4]2[C:10]([C:11]3[CH:16]=[CH:15][N:14]=[C:13]([CH2:17][NH:18][C:19]4[N:36]=[CH:35][CH:34]=[CH:33][C:20]=4[C:21]([NH:23][CH2:24][C:25]4[CH:30]=[CH:29][C:28]([F:31])=[C:27]([F:32])[CH:26]=4)=[O:22])[CH:12]=3)=[CH:9][N:8](S(C3C=CC=CC=3)(=O)=O)[C:5]2=[N:6][CH:7]=1.[NH:46]1[C:50](B(O)O)=[CH:49][CH:48]=[N:47]1.C(=O)([O-])[O-].[K+].[K+]. Product: [NH:46]1[C:50]([C:2]2[CH:3]=[C:4]3[C:10]([C:11]4[CH:16]=[CH:15][N:14]=[C:13]([CH2:17][NH:18][C:19]5[N:36]=[CH:35][CH:34]=[CH:33][C:20]=5[C:21]([NH:23][CH2:24][C:25]5[CH:30]=[CH:29][C:28]([F:31])=[C:27]([F:32])[CH:26]=5)=[O:22])[CH:12]=4)=[CH:9][NH:8][C:5]3=[N:6][CH:7]=2)=[CH:49][CH:48]=[N:47]1. The catalyst class is: 5. (2) Reactant: [CH3:1][O:2][C:3]([C:5]1[O:6][C:7]([CH3:12])=[C:8]([CH2:10][OH:11])[CH:9]=1)=[O:4].[I:13][C:14]1[CH:19]=[CH:18][C:17](O)=[CH:16][CH:15]=1.C1(P(C2C=CC=CC=2)C2C=CC=CC=2)C=CC=CC=1.CC(OC(/N=N/C(OC(C)C)=O)=O)C. Product: [CH3:1][O:2][C:3]([C:5]1[O:6][C:7]([CH3:12])=[C:8]([CH2:10][O:11][C:17]2[CH:18]=[CH:19][C:14]([I:13])=[CH:15][CH:16]=2)[CH:9]=1)=[O:4]. The catalyst class is: 7. (3) Reactant: CS(N)(=O)=O.CC[C@@H]1[C@@H]2C[C@H]([C@@H](OC3C4C(=CC=CC=4)C(O[C@@H](C4C=CN=C5C=4C=C(OC)C=C5)[C@@H]4N5C[C@H](CC)[C@@H](CC5)C4)=NN=3)C3C=CN=C4C=3C=C([O:27]C)C=C4)N(CC2)C1.[C:64]1([C:70]2[CH2:71][CH2:72][N:73]([C:76]([O:78][C:79]([CH3:82])([CH3:81])[CH3:80])=[O:77])[CH2:74][CH:75]=2)[CH:69]=[CH:68][CH:67]=[CH:66][CH:65]=1.S([O-])([O-])=O.[Na+].[Na+].[OH2:89]. Product: [OH:89][C@H:75]1[C@:70]([OH:27])([C:64]2[CH:65]=[CH:66][CH:67]=[CH:68][CH:69]=2)[CH2:71][CH2:72][N:73]([C:76]([O:78][C:79]([CH3:82])([CH3:81])[CH3:80])=[O:77])[CH2:74]1. The catalyst class is: 107. (4) Reactant: [CH3:1][C:2]1[NH:3][C:4]([C:22]([F:25])([F:24])[F:23])=[C:5]([C:20]#[N:21])[C@@H:6]([C:10]2[CH:11]=[C:12]3[C:16](=[CH:17][CH:18]=2)[NH:15][N:14]=[C:13]3[CH3:19])[C:7]=1[C:8]#[N:9].C(=O)([O-])O.[OH:30][CH2:31][CH2:32][N+:33]([CH3:36])([CH3:35])[CH3:34]. Product: [C:8]([C:7]1[C@H:6]([C:10]2[CH:11]=[C:12]3[C:16](=[CH:17][CH:18]=2)[NH:15][N:14]=[C:13]3[CH3:19])[C:5]([C:20]#[N:21])=[C:4]([C:22]([F:23])([F:25])[F:24])[N-:3][C:2]=1[CH3:1])#[N:9].[OH:30][CH2:31][CH2:32][N+:33]([CH3:36])([CH3:35])[CH3:34]. The catalyst class is: 8. (5) Reactant: [CH3:1][O:2][C:3](=[O:12])[C:4]1[CH:9]=[CH:8][C:7]([CH:10]=O)=[CH:6][CH:5]=1.[C:13]([CH:17]1[CH2:22][CH2:21][CH:20]([NH2:23])[CH2:19][CH2:18]1)([CH3:16])([CH3:15])[CH3:14]. Product: [CH3:1][O:2][C:3](=[O:12])[C:4]1[CH:9]=[CH:8][C:7]([CH2:10][NH:23][C@H:20]2[CH2:21][CH2:22][C@H:17]([C:13]([CH3:16])([CH3:15])[CH3:14])[CH2:18][CH2:19]2)=[CH:6][CH:5]=1. The catalyst class is: 5.